Dataset: Experimentally validated miRNA-target interactions with 360,000+ pairs, plus equal number of negative samples. Task: Binary Classification. Given a miRNA mature sequence and a target amino acid sequence, predict their likelihood of interaction. The miRNA is hsa-miR-4430 with sequence AGGCUGGAGUGAGCGGAG. The protein sequence of the target gene is MSATAATAPPAAPAGEGGPPAPPPNLTSNRRLQQTQAQVDEVVDIMRVNVDKVLERDQKLSELDDRADALQAGASQFETSAAKLKRKYWWKNLKMMIILGVICAIILIIIIVYFST. Result: 0 (no interaction).